Task: Predict the reactants needed to synthesize the given product.. Dataset: Full USPTO retrosynthesis dataset with 1.9M reactions from patents (1976-2016) The reactants are: [H-].[Na+].[OH:3][CH2:4][C:5]([CH3:10])([CH3:9])[C:6]([O-:8])=[O:7].I[CH3:12].O.[OH-].[Li+]. Given the product [CH3:12][O:3][CH2:4][C:5]([CH3:10])([CH3:9])[C:6]([OH:8])=[O:7], predict the reactants needed to synthesize it.